Dataset: Human Reference Interactome with 51,813 positive PPI pairs across 8,248 proteins, plus equal number of experimentally-validated negative pairs. Task: Binary Classification. Given two protein amino acid sequences, predict whether they physically interact or not. (1) Protein 1 (ENSG00000217930) has sequence MAKYLAQIIVMGVQVVGRAFARALRQEFAASRAAADARGRAGHRSAAASNLSGLSLQEAQQILNVSKLSPEEVQKNYEHLFKVNDKSVGGSFYLQSKVVRAKERLDEELKIQAQEDREKGQMPHT*MAKYLAQIIVMGVQVVGRAFARALRQEFAASRAAADARGRAGHRSAAASNLSGLSLQEAQQILNVSKLSPEEVQKNYEHLFKVNDKSVGGSFYLQSKRSGLSMLPKLISNSWPQAILLPWPPKTLGLHA*MESHVQCSGMFSLAKYLAQIIVMGVQVVGRAFARALRQEFAASR.... Protein 2 (ENSG00000101134) has sequence MASNFNDIVKQGYVRIRSRRLGIYQRCWLVFKKASSKGPKRLEKFSDERAAYFRCYHKVTELNNVKNVARLPKSTKKHAIGIYFNDDTSKTFACESDLEADEWCKVLQMECVGTRINDISLGEPDLLATGVEREQSERFNVYLMPSPNLDVHGECALQITYEYICLWDVQNPRVKLISWPLSALRRYGRDTTWFTFEAGRMCETGEGLFIFQTRDGEAIYQKVHSAALAIAEQHERLLQSVKNSMLQMKMSERAASLSTMVPLPRSAYWQHITRQHSTGQLYRLQDVSSPLKLHRTETFP.... Result: 0 (the proteins do not interact). (2) Protein 1 (ENSG00000115935) has sequence MPVPPPPAPPPPPTFALANTEKPTLNKTEQAGRNALLSDISKGKKLKKTVTNDRSAPILDKPKGAGAGGGGGGFGGGGGFGGGGGGGGGGSFGGGGPPGLGGLFQAGMPKLRSTANRDNDSGGSRPPLLPPGGRSTSAKPFSPPSGPGRFPVPSPGHRSGPPEPQRNRMPPPRPDVGSKPDSIPPPVPSTPRPIQSSPHNRGSPPVPGGPRQPSPGPTPPPFPGNRGTALGGGSIRQSPLSSSSPFSNRPPLPPTPSRALDDKPPPPPPPVGNRPSIHREAVPPPPPQNNKPPVPSTPRP.... Protein 2 (ENSG00000157916) has sequence MSEGDSVGESVHGKPSVVYRFFTRLGQIYQSWLDKSTPYTAVRWVVTLGLSFVYMIRVYLLQGWYIVTYALGIYHLNLFIAFLSPKVDPSLMEDSDDGPSLPTKQNEEFRPFIRRLPEFKFWHAATKGILVAMVCTFFDAFNVPVFWPILVMYFIMLFCITMKRQIKHMIKYRYIPFMSEGDSVGESVHGKPSVVYRFFTRLGQIYQSWLDKSTPYTAVRWVVTLGLSFVYMIRVYLLQMTVLRYPPNRTRNSAPSFEGSQSLNFGMRLPRASLWLWSVLSSTLSTSRCSGRFW*MSEGD.... Result: 1 (the proteins interact). (3) Protein 1 (ENSG00000138175) has sequence MGLLSILRKLKSAPDQEVRILLLGLDNAGKTTLLKQLASEDISHITPTQGFNIKSVQSQGFKLNVWDIGGQRKIRPYWKNYFENTDILIYVIDSADRKRFEETGQELAELLEEEKLSCVPVLIFANKQDLLTAAPASEIAEGLNLHTIRDRVWQIQSCSALTGEGVQDGMNWVCKNVNAKKK*. Protein 2 (ENSG00000169499) has sequence MPYVDRQNRICGFLDIEEHENSGKFLRRYFILDTQANCLLWYMDNPQNLAMGAGAVGALQLTYISKVSIATPKQKPKTPFCFVINALSQRYFLQANDQKDMKDWVEALNQASKITMPYVDRQNRICGFLDIEEHENSGKFLRRYFILDTQANCLLWYMDNPQNLAMGAGAVGALQLTYISKVSIATPKQKPKTPFCFVINALSQRYFLQANDQKDMKDWVEALNQASKITVPKGGGLPMTTEVLKSLAAPPALEKKPQVAYKTEIIGGVVVHTPISQNGGDGQEGSEPGSHTILRRSQSY.... Result: 0 (the proteins do not interact). (4) Protein 1 (ENSG00000144362) has sequence MKILLVFDFDNTIIDDNSDTWIVQCAPNKKLPIELRDSYRKGFWTEFMGRVFKYLGDKGVREHEMKRAVTSLPFTPGMVELFNFIRKNKDKFDCIIISDSNSVFIDWVLEAASFHDIFDKVFTNPAAFNSNGHLTVENYHTHSCNRCPKNLCKKVVLIEFVDKQLQQGVNYTQIVYIGDGGNDVCPVTFLKNDDVAMPRKGYTLQKTLSRMSQNLEPMEYSVVVWSSGVDIISHLQFLIKD*MKILLVFDFDNTIIDDNSDTWIVQCAPNKKLPIELRDSYRKGFWTEFMGRVFKYLGMK.... Protein 2 (ENSG00000177030) has sequence MEDSDSAAKQLGLAEAAAVAAAAAVAAAAAAAAGGEAEEPVLSRDEDSEEDADSEAERETPRVTAVAVMAAEPGHMDMGAEALPGPDEAAAAAAFAEVTTVTVANVGAAADNVFTTSVANAASISGHVLSGRTALQIGDSLNTEKATLIVVHTDGSIVETTGLKGPAAPLTPGPQSPPTPLAPGQEKGGTKYNWDPSVYDSELPVRCRNISGTLYKNRLGSGGRGRCIKQGENWYSPTEFEAMAGRASSKDWKRSIRYAGRPLQCLIQDGILNPHAASCTCAACCDDMTLSGPVRLFVPY.... Result: 0 (the proteins do not interact). (5) Protein 1 (ENSG00000170955) has sequence MRESALERGPVPEAPAGGPVHAVTVVTLLEKLASMLETLRERQGGLARRQGGLAGSVRRIQSGLGALSRSHDTTSNTLAQLLAKAERVSSHANAAQERAVRRAAQVQRLEANHGLLVARGKLHVLLFKEEGEVPASAFQKAPEPLGPADQSELGPEQLEAEVGESSDEEPVESRAQRLRRTGLQKVQSLRRALSGRKGPAAPPPTPVKPPRLGPGRSAEAQPEAQPALEPTLEPEPPQDTEEDPGRPGAAEEALLQMESVA*MRESALERGPVPEAPAGGPVHAVTVVTLLEKLASMLET.... Protein 2 (ENSG00000117505) has sequence MASSSGNDDDLTIPRAAINKMIKETLPNVRVANDARELVVNCCTEFIHLISSEANEICNKSEKKTISPEHVIQALESLGFGSYISEVKEVLQECKTVALKRRKASSRLENLGIPEEELLRQQQELFAKARQQQAELAQQEWLQMQQAAQQAQLAAASASASNQAGSSQDEEDDDDI*. Result: 0 (the proteins do not interact). (6) Protein 1 (ENSG00000109133) has sequence MADTTPNGPQGAGAVQFMMTNKLDTAMWLSRLFTVYCSALFVLPLLGEYLPSLVILFASCCHIYEKGP*MADTTPNGPQGAGAVQFMMTNKLDTAMWLSRLFTVYCSALFVLPLLGLHEAASFYQRALLANALTSALRLHQRLPHFQLSRAFLAQALLEDSCHYLLYSLIFVNSYPVTMSIFPVLLFSLLHAATYTKKVLDARGSNSLPLLRSVLDKLSANQQNILKFIACNEIFLMPATVFMLFSGQGSLLQPFIYYRFLTLRYSSRRNPYCRTLFNELRIVVEHIIMKPACPLFVRRL.... Protein 2 (ENSG00000168269) has sequence MSSFDLPAPSPPRCSPQFPSIGQEPPEMNLYYENFFHPQGVPSPQRPSFEGGGEYGATPNPYLWFNGPTMTPPPYLPGPNASPFLPQAYGVQRPLLPSVSGLGGSDLGWLPIPSQEELMKLVRPPYSYSALIAMAIHGAPDKRLTLSQIYQYVADNFPFYNKSKAGWQNSIRHNLSLNDCFKKVPRDEDDPGKGNYWTLDPNCEKMFDNGNFRRKRKRKSDVSSSTASLALEKTESSLPVDSPKTTEPQDILDGASPGGTTSSPEKRPSPPPSGAPCLNSFLSSMTAYVSGGSPTSHPLV.... Result: 0 (the proteins do not interact). (7) Protein 2 (ENSG00000188000) has sequence MEAGNQTGFLEFILLGLSEDPELQPFIFGLFLSMYLVTVLGNLLIILAISSDSHLHTPMYFFLSNLSWVDICFSTCIVPKMLVNIQTENKAISYMDCLTQVYFSMFFPILDTLLLTVMAYDRFVAVCHPLHYMIIMNPHLCGLLVFVTWLIGVMTSLLHISLMMHLIFCKDFEIPHFFCELTYILQLACSDTFLNSTLIYFMTGVLGVFPLLGIIFSYSRIASSIRKMSSSGGKQKALSTCGSHLSVVSLFYGTGIGVHFTSAVTHSSQKISVASVMYTVVTPMLNPFIYSLRNKDVKGA.... Protein 1 (ENSG00000241127) has sequence MSWVQAASLIQGPGDKGDVFDEEADESLLAQREWQSNMQRRVKEGYRDGIDAGKAVTLQQGFNQGYKKGAEVILNYGRLRGTLSALLSWCHLHNNNSTLINKINNLLDAVGQCEEYVLKHLKSITPPSHVVDLLDSIEDMDLCHVVPAEKKIDEAKDERLCENNAEFNKNCSKSHSGIDCSYVECCRTQEHAHSENPSPTWILEQTASLVKQLGLSVDVLQHLKQL*MSWVQAASLIQGPGDKGDVFDEEADESLLAQREWQSNMQRRVKEGYRDGIDAGKAVTLQQGFNQGYKKGAEVI.... Result: 0 (the proteins do not interact).